Dataset: Forward reaction prediction with 1.9M reactions from USPTO patents (1976-2016). Task: Predict the product of the given reaction. (1) The product is: [CH3:15][N:14]1[C:9]2[C:8](=[O:19])[NH:7][CH:6]=[N:11][C:10]=2[C:12]([CH2:16][CH2:17][CH3:18])=[N:13]1. Given the reactants C(OC([C:6]1[NH:7][C:8](=[O:19])[C:9]2[N:14]([CH3:15])[N:13]=[C:12]([CH2:16][CH2:17][CH3:18])[C:10]=2[N:11]=1)=O)C.[OH-].[Li+], predict the reaction product. (2) Given the reactants [CH:1]1[C:10]2[C:5](=[CH:6][CH:7]=[CH:8][CH:9]=2)[CH:4]=[CH:3][N:2]=1.[Br:11]Br.[OH-].[Na+].[Al].O=[Al-]=O.[Na+], predict the reaction product. The product is: [Br:11][C:6]1[CH:7]=[CH:8][CH:9]=[C:10]2[C:5]=1[CH:4]=[CH:3][N:2]=[CH:1]2.